Dataset: Forward reaction prediction with 1.9M reactions from USPTO patents (1976-2016). Task: Predict the product of the given reaction. Given the reactants [NH2:1][C:2]1[N:6]([CH3:7])[NH:5][C:4](=[O:8])[CH:3]=1.[Br:9][C:10]1[CH:11]=[C:12]([CH:15]=[CH:16][C:17]=1[F:18])[CH:13]=O.[CH3:19][C:20]1([CH3:28])[C:25](=[O:26])[CH2:24][C:23](=O)[CH2:22][O:21]1, predict the reaction product. The product is: [Br:9][C:10]1[CH:11]=[C:12]([CH:13]2[C:3]3[C:4](=[O:8])[NH:5][N:6]([CH3:7])[C:2]=3[NH:1][C:23]3[CH2:22][O:21][C:20]([CH3:28])([CH3:19])[C:25](=[O:26])[C:24]2=3)[CH:15]=[CH:16][C:17]=1[F:18].